From a dataset of Catalyst prediction with 721,799 reactions and 888 catalyst types from USPTO. Predict which catalyst facilitates the given reaction. (1) Reactant: C[O:2][C:3]1[CH:8]=[CH:7][C:6]([CH2:9][CH2:10][CH2:11][N:12]2[C:21]3[C:16]([C:17](=[O:23])[NH:18][C:19](=[O:22])[N:20]=3)=[N:15][C:14]3[CH:24]=[C:25]([CH3:29])[C:26]([CH3:28])=[CH:27][C:13]2=3)=[CH:5][CH:4]=1.B(Br)(Br)Br.O. Product: [OH:2][C:3]1[CH:4]=[CH:5][C:6]([CH2:9][CH2:10][CH2:11][N:12]2[C:21]3[C:16]([C:17](=[O:23])[NH:18][C:19](=[O:22])[N:20]=3)=[N:15][C:14]3[CH:24]=[C:25]([CH3:29])[C:26]([CH3:28])=[CH:27][C:13]2=3)=[CH:7][CH:8]=1. The catalyst class is: 2. (2) Reactant: [CH:1]1([CH2:4][CH:5]=O)[CH2:3][CH2:2]1.[C:7]([O:11][CH2:12][CH3:13])(=[O:10])[NH:8][NH2:9]. Product: [CH2:12]([O:11][C:7]([NH:8][N:9]=[CH:5][CH2:4][CH:1]1[CH2:2][CH2:3]1)=[O:10])[CH3:13]. The catalyst class is: 14.